This data is from Forward reaction prediction with 1.9M reactions from USPTO patents (1976-2016). The task is: Predict the product of the given reaction. (1) Given the reactants C(=O)([O-])[O-].[K+].[K+].[CH2:7]1[C:11]2[CH:12]=[CH:13][CH:14]=[C:15]([OH:16])[C:10]=2[CH2:9][O:8]1.F[C:18]1[CH:23]=[CH:22][C:21]([N+:24]([O-:26])=[O:25])=[CH:20][CH:19]=1, predict the reaction product. The product is: [N+:24]([C:21]1[CH:22]=[CH:23][C:18]([O:16][C:15]2[C:10]3[CH2:9][O:8][CH2:7][C:11]=3[CH:12]=[CH:13][CH:14]=2)=[CH:19][CH:20]=1)([O-:26])=[O:25]. (2) Given the reactants [C@H:1]1([NH2:10])[C:9]2[C:4](=[CH:5][CH:6]=[CH:7][CH:8]=2)[CH2:3][CH2:2]1.C1C2C(CO[C:26]([N:28]3[CH2:32][C@@H:31]([C:33]4[CH:38]=[CH:37][CH:36]=[CH:35][CH:34]=4)[CH2:30][C@H:29]3[C:39]([OH:41])=O)=[O:27])C3C(=CC=CC=3)C=2C=CC=1.C1C=C2C(CO[C:57]([NH:59][C@H:60](C(O)=O)[CH2:61][C:62]3[CH:67]=[C:66]([C:68]([NH2:70])=[O:69])[CH:65]=[CH:64][CH:63]=3)=[O:58])C3C(C2=CC=1)=CC=CC=3.C1C2C(COC([NH:91][C@@H:92](C)[C:93](O)=O)=O)C3C(=CC=CC=3)C=2C=CC=1, predict the reaction product. The product is: [NH2:91][C@H:92]([CH3:93])[C:57]([NH:59][C@@H:60]([CH2:61][C:62]1[CH:63]=[CH:64][CH:65]=[C:66]([C:68](=[O:69])[NH2:70])[CH:67]=1)[C:26]([N:28]1[CH2:32][C@@H:31]([C:33]2[CH:34]=[CH:35][CH:36]=[CH:37][CH:38]=2)[CH2:30][C@H:29]1[C:39]([NH:10][C@H:1]1[C:9]2[C:4](=[CH:5][CH:6]=[CH:7][CH:8]=2)[CH2:3][CH2:2]1)=[O:41])=[O:27])=[O:58]. (3) Given the reactants C(OC(=O)[NH:7][CH2:8][C:9]([C:11]1[S:15][C:14]2[CH:16]=[CH:17][CH:18]=[CH:19][C:13]=2[CH:12]=1)=[O:10])(C)(C)C.CCOC(C)=O.[ClH:27], predict the reaction product. The product is: [ClH:27].[NH2:7][CH2:8][C:9]([C:11]1[S:15][C:14]2[CH:16]=[CH:17][CH:18]=[CH:19][C:13]=2[CH:12]=1)=[O:10]. (4) Given the reactants O[C:2]1[N:7]2[N:8]=[C:9]([CH:11]([CH3:13])[CH3:12])[N:10]=[C:6]2[N:5]=[C:4]([CH3:14])[C:3]=1[CH:15]([CH2:20][CH2:21][CH3:22])[C:16]([O:18][CH3:19])=[O:17].CN(C)C1C=CC=CC=1.P(Cl)(Cl)([Cl:34])=O, predict the reaction product. The product is: [Cl:34][C:2]1[N:7]2[N:8]=[C:9]([CH:11]([CH3:13])[CH3:12])[N:10]=[C:6]2[N:5]=[C:4]([CH3:14])[C:3]=1[CH:15]([CH2:20][CH2:21][CH3:22])[C:16]([O:18][CH3:19])=[O:17]. (5) The product is: [Br:1][C:2]1[N:7]=[C:6]([CH2:8][N:9]2[C:18]3[C:13](=[CH:14][CH:15]=[CH:16][CH:17]=3)[C:12](=[O:19])[C:11]([C:20]([C:22]3[CH:23]=[N:24][C:25]([N:30]([CH3:31])[CH3:29])=[CH:26][CH:27]=3)=[O:21])=[CH:10]2)[CH:5]=[CH:4][CH:3]=1. Given the reactants [Br:1][C:2]1[N:7]=[C:6]([CH2:8][N:9]2[C:18]3[C:13](=[CH:14][CH:15]=[CH:16][CH:17]=3)[C:12](=[O:19])[C:11]([C:20]([C:22]3[CH:23]=[N:24][C:25](Cl)=[CH:26][CH:27]=3)=[O:21])=[CH:10]2)[CH:5]=[CH:4][CH:3]=1.[CH3:29][NH:30][CH3:31], predict the reaction product. (6) Given the reactants [CH:1]1([O:4][C:5]2[CH:6]=[C:7]([C:15]3[N:32]([CH2:33][O:34][CH2:35][CH2:36][Si:37]([CH3:40])([CH3:39])[CH3:38])[C:18]4[CH:19]=[N:20][N:21]([CH2:24][O:25][CH2:26][CH2:27][Si:28]([CH3:31])([CH3:30])[CH3:29])[C:22](=[O:23])[C:17]=4[C:16]=3[CH:41]=[CH:42][CH2:43][CH2:44][CH3:45])[CH:8]=[CH:9][C:10]=2[O:11][CH:12]([F:14])[F:13])[CH2:3][CH2:2]1.[H][H], predict the reaction product. The product is: [CH:1]1([O:4][C:5]2[CH:6]=[C:7]([C:15]3[N:32]([CH2:33][O:34][CH2:35][CH2:36][Si:37]([CH3:40])([CH3:39])[CH3:38])[C:18]4[CH:19]=[N:20][N:21]([CH2:24][O:25][CH2:26][CH2:27][Si:28]([CH3:30])([CH3:31])[CH3:29])[C:22](=[O:23])[C:17]=4[C:16]=3[CH2:41][CH2:42][CH2:43][CH2:44][CH3:45])[CH:8]=[CH:9][C:10]=2[O:11][CH:12]([F:13])[F:14])[CH2:3][CH2:2]1. (7) The product is: [C:1]([O:5][C:6](=[O:23])[NH:7][CH2:8][CH2:9][CH2:10][NH:11][C:12]([NH2:14])=[S:13])([CH3:4])([CH3:2])[CH3:3]. Given the reactants [C:1]([O:5][C:6](=[O:23])[NH:7][CH2:8][CH2:9][CH2:10][NH:11][C:12]([NH:14]C(=O)C1C=CC=CC=1)=[S:13])([CH3:4])([CH3:3])[CH3:2].[OH-].[Na+], predict the reaction product.